This data is from Reaction yield outcomes from USPTO patents with 853,638 reactions. The task is: Predict the reaction yield, written as a fraction of the theoretical maximum amount of product (1.0 means a 100% yield; for example, 0.34 means a 34% yield). (1) The reactants are [NH2:1][C:2]1[CH:3]=[C:4]([OH:12])[C:5](=[CH:10][CH:11]=1)[C:6]([O:8][CH3:9])=[O:7].[Cl:13][C:14]1[CH:15]=[C:16]([S:21](Cl)(=[O:23])=[O:22])[CH:17]=[C:18]([Cl:20])[CH:19]=1. No catalyst specified. The product is [Cl:20][C:18]1[CH:17]=[C:16]([S:21]([NH:1][C:2]2[CH:11]=[CH:10][C:5]([C:6]([O:8][CH3:9])=[O:7])=[C:4]([OH:12])[CH:3]=2)(=[O:22])=[O:23])[CH:15]=[C:14]([Cl:13])[CH:19]=1. The yield is 0.700. (2) The reactants are [CH3:1][NH:2][C:3]([C:5]1[CH:6]=[C:7]([CH:18]=[CH:19][CH:20]=1)[O:8][C:9]1[CH:14]=[CH:13][C:12]([N+:15]([O-])=O)=[CH:11][CH:10]=1)=[O:4]. The catalyst is CCOC(C)=O.[Pd]. The product is [CH3:1][NH:2][C:3]([C:5]1[CH:6]=[C:7]([CH:18]=[CH:19][CH:20]=1)[O:8][C:9]1[CH:14]=[CH:13][C:12]([NH2:15])=[CH:11][CH:10]=1)=[O:4]. The yield is 0.560. (3) The reactants are C(N(CC)CC)C.[CH2:8]([NH:15][C:16]1[C:21](I)=[C:20]([CH3:23])[N:19]=[C:18]([NH2:24])[N:17]=1)[C:9]1[CH:14]=[CH:13][CH:12]=[CH:11][CH:10]=1.[C:25]([O:29][CH2:30][CH3:31])(=[O:28])[CH:26]=[CH2:27]. The catalyst is CN(C=O)C.C1C=CC([P]([Pd]([P](C2C=CC=CC=2)(C2C=CC=CC=2)C2C=CC=CC=2)([P](C2C=CC=CC=2)(C2C=CC=CC=2)C2C=CC=CC=2)[P](C2C=CC=CC=2)(C2C=CC=CC=2)C2C=CC=CC=2)(C2C=CC=CC=2)C2C=CC=CC=2)=CC=1. The product is [CH2:30]([O:29][C:25](=[O:28])/[CH:26]=[CH:27]/[C:21]1[C:16]([NH:15][CH2:8][C:9]2[CH:14]=[CH:13][CH:12]=[CH:11][CH:10]=2)=[N:17][C:18]([NH2:24])=[N:19][C:20]=1[CH3:23])[CH3:31]. The yield is 0.280. (4) The reactants are [NH2:1][C:2]1[C:3]([CH3:32])=[C:4]([C:8]2[N:9]=[C:10]([NH:16][C:17]3[CH:22]=[CH:21][C:20]([CH:23]4[C:28](=[O:29])[N:27]([CH3:30])[CH2:26][CH2:25][N:24]4[CH3:31])=[CH:19][CH:18]=3)[C:11](=[O:15])[N:12]([CH3:14])[CH:13]=2)[CH:5]=[CH:6][CH:7]=1.[O:33]=[C:34]1[C:39]2[S:40][C:41]([C:43](O)=[O:44])=[CH:42][C:38]=2[CH2:37][CH2:36][CH2:35]1.C(N(CC)C(C)C)(C)C.F[P-](F)(F)(F)(F)F.N1(O[P+](N(C)C)(N(C)C)N(C)C)C2C=CC=CC=2N=N1. The catalyst is O.CN(C=O)C. The product is [CH3:31][N:24]1[CH2:25][CH2:26][N:27]([CH3:30])[C:28](=[O:29])[CH:23]1[C:20]1[CH:19]=[CH:18][C:17]([NH:16][C:10]2[C:11](=[O:15])[N:12]([CH3:14])[CH:13]=[C:8]([C:4]3[C:3]([CH3:32])=[C:2]([NH:1][C:43]([C:41]4[S:40][C:39]5[C:34](=[O:33])[CH2:35][CH2:36][CH2:37][C:38]=5[CH:42]=4)=[O:44])[CH:7]=[CH:6][CH:5]=3)[N:9]=2)=[CH:22][CH:21]=1. The yield is 0.520. (5) The reactants are [Cl:1][C:2]1[CH:3]=[C:4]([N:8]2[CH2:13][CH2:12][N:11]([CH2:14][CH2:15][NH2:16])[CH2:10][CH2:9]2)[CH:5]=[CH:6][CH:7]=1.[CH3:17][C:18]1[N:22]([C:23]2[CH:28]=[CH:27][CH:26]=[CH:25][CH:24]=2)[N:21]=[C:20]([CH:29]=O)[CH:19]=1. No catalyst specified. The product is [Cl:1][C:2]1[CH:3]=[C:4]([N:8]2[CH2:9][CH2:10][N:11]([CH2:14][CH2:15][NH:16][CH2:29][C:20]3[CH:19]=[C:18]([CH3:17])[N:22]([C:23]4[CH:28]=[CH:27][CH:26]=[CH:25][CH:24]=4)[N:21]=3)[CH2:12][CH2:13]2)[CH:5]=[CH:6][CH:7]=1. The yield is 0.654. (6) The reactants are [Br:1][C:2]1[C:10]([F:11])=[CH:9][CH:8]=[CH:7][C:3]=1[C:4]([OH:6])=[O:5].[N+:12]([O-])([OH:14])=[O:13]. The catalyst is OS(O)(=O)=O. The product is [Br:1][C:2]1[C:10]([F:11])=[CH:9][CH:8]=[C:7]([N+:12]([O-:14])=[O:13])[C:3]=1[C:4]([OH:6])=[O:5]. The yield is 0.770. (7) The product is [NH2:28][C:2]1[CH:3]=[C:4]2[C:8](=[CH:9][CH:10]=1)[N:7]([CH3:11])[C:6](=[O:12])[C:5]12[CH2:14][CH2:13]1. The reactants are Br[C:2]1[CH:3]=[C:4]2[C:8](=[CH:9][CH:10]=1)[N:7]([CH3:11])[C:6](=[O:12])[C:5]12[CH2:14][CH2:13]1.C(=[NH:28])(C1C=CC=CC=1)C1C=CC=CC=1.C(=O)([O-])[O-].[Cs+].[Cs+].C1(P(C2C=CC=CC=2)C2C=CC3C(=CC=CC=3)C=2C2C3C(=CC=CC=3)C=CC=2P(C2C=CC=CC=2)C2C=CC=CC=2)C=CC=CC=1.Cl. The yield is 0.933. The catalyst is C1C=CC(/C=C/C(/C=C/C2C=CC=CC=2)=O)=CC=1.C1C=CC(/C=C/C(/C=C/C2C=CC=CC=2)=O)=CC=1.C1C=CC(/C=C/C(/C=C/C2C=CC=CC=2)=O)=CC=1.[Pd].[Pd].CCOC(C)=O.C1COCC1.O1CCOCC1. (8) The reactants are [NH2:1][C:2]1[CH:7]=[CH:6][CH:5]=[CH:4][C:3]=1[SH:8].[NH2:9][C:10]1[C:14]([C:15]#N)=[CH:13][NH:12][N:11]=1.[OH-].[NH4+]. No catalyst specified. The product is [S:8]1[C:3]2[CH:4]=[CH:5][CH:6]=[CH:7][C:2]=2[N:1]=[C:15]1[C:14]1[C:10]([NH2:9])=[N:11][NH:12][CH:13]=1. The yield is 0.400. (9) The yield is 0.120. The catalyst is ClCCl. The reactants are [N:1]1[CH:6]=[CH:5][CH:4]=[CH:3][C:2]=1[S:7]([O-:9])=[O:8].[Na+].ClN1C(=O)CCC1=O.S(Cl)(Cl)(=O)=O.[NH2:24][C:25]1[C:26]([F:47])=[C:27]([C:31]2[N:32]=[C:33]([C:43]([CH3:46])([CH3:45])[CH3:44])[S:34][C:35]=2[C:36]2[CH:41]=[CH:40][N:39]=[C:38]([NH2:42])[N:37]=2)[CH:28]=[CH:29][CH:30]=1.N1C=CC=CC=1. The product is [NH2:42][C:38]1[N:37]=[C:36]([C:35]2[S:34][C:33]([C:43]([CH3:45])([CH3:46])[CH3:44])=[N:32][C:31]=2[C:27]2[C:26]([F:47])=[C:25]([NH:24][S:7]([C:2]3[CH:3]=[CH:4][CH:5]=[CH:6][N:1]=3)(=[O:9])=[O:8])[CH:30]=[CH:29][CH:28]=2)[CH:41]=[CH:40][N:39]=1. (10) The reactants are [F:1][CH:2]([F:19])[CH2:3][NH:4][CH:5]1[CH2:11][CH2:10][C:9]2[C:12]([O:17][CH3:18])=[C:13]([NH2:16])[CH:14]=[CH:15][C:8]=2[CH2:7][CH2:6]1.Cl[C:21]1[N:26]=[C:25]([NH:27][C:28]2[CH:33]=[CH:32][CH:31]=[CH:30][C:29]=2[S:34]([N:37]([CH3:39])[CH3:38])(=[O:36])=[O:35])[C:24]([Cl:40])=[CH:23][N:22]=1. No catalyst specified. The product is [Cl:40][C:24]1[C:25]([NH:27][C:28]2[CH:33]=[CH:32][CH:31]=[CH:30][C:29]=2[S:34]([N:37]([CH3:39])[CH3:38])(=[O:36])=[O:35])=[N:26][C:21]([NH:16][C:13]2[CH:14]=[CH:15][C:8]3[CH2:7][CH2:6][CH:5]([NH:4][CH2:3][CH:2]([F:19])[F:1])[CH2:11][CH2:10][C:9]=3[C:12]=2[O:17][CH3:18])=[N:22][CH:23]=1. The yield is 0.320.